From a dataset of Full USPTO retrosynthesis dataset with 1.9M reactions from patents (1976-2016). Predict the reactants needed to synthesize the given product. (1) Given the product [F:20][C:21]1[CH:26]=[CH:25][C:24]([C:2]2[N:7]=[CH:6][N:5]=[C:4]([NH:8][C:9]3[CH:14]=[CH:13][CH:12]=[C:11]([CH2:15][S:16]([CH3:19])(=[O:18])=[O:17])[CH:10]=3)[N:3]=2)=[C:23]([O:30][CH3:31])[CH:22]=1, predict the reactants needed to synthesize it. The reactants are: Cl[C:2]1[N:7]=[CH:6][N:5]=[C:4]([NH:8][C:9]2[CH:14]=[CH:13][CH:12]=[C:11]([CH2:15][S:16]([CH3:19])(=[O:18])=[O:17])[CH:10]=2)[N:3]=1.[F:20][C:21]1[CH:26]=[CH:25][C:24](B(O)O)=[C:23]([O:30][CH3:31])[CH:22]=1. (2) The reactants are: Cl[C:2]1[CH:11]=[CH:10][C:5]([C:6]([O:8][CH3:9])=[O:7])=[C:4]([N+:12]([O-:14])=[O:13])[CH:3]=1.[CH3:15][O:16][C:17]1[N:22]=[CH:21][C:20](B(O)O)=[CH:19][CH:18]=1.[F-].[Cs+].C(#N)C. Given the product [CH3:15][O:16][C:17]1[N:22]=[CH:21][C:20]([C:2]2[CH:11]=[CH:10][C:5]([C:6]([O:8][CH3:9])=[O:7])=[C:4]([N+:12]([O-:14])=[O:13])[CH:3]=2)=[CH:19][CH:18]=1, predict the reactants needed to synthesize it.